From a dataset of Reaction yield outcomes from USPTO patents with 853,638 reactions. Predict the reaction yield, written as a fraction of the theoretical maximum amount of product (1.0 means a 100% yield; for example, 0.34 means a 34% yield). (1) The reactants are C[Si]([N-][Si](C)(C)C)(C)C.[K+].[CH2:11]([O:13][C:14](=[O:30])[CH2:15][N:16]=[C:17]([C:24]1[CH:29]=[CH:28][CH:27]=[CH:26][CH:25]=1)[C:18]1[CH:23]=[CH:22][CH:21]=[CH:20][CH:19]=1)[CH3:12].C(=O)=O.C[C:35]([CH3:37])=O.I[CH2:39][CH3:40]. The catalyst is O1CCCC1. The product is [C:18]1([C:17](=[N:16][C:15]([CH2:35][CH3:37])([CH2:39][CH3:40])[C:14]([O:13][CH2:11][CH3:12])=[O:30])[C:24]2[CH:29]=[CH:28][CH:27]=[CH:26][CH:25]=2)[CH:19]=[CH:20][CH:21]=[CH:22][CH:23]=1. The yield is 0.970. (2) The reactants are [CH3:1][N:2]1[C@@H:19]2[CH2:20][C:7]3[CH:8]=[CH:9][C:10]([O:22][CH3:23])=[C:11]4[O:12][C@H:13]5[C:14]([CH2:16][CH2:17][C@:18]2([OH:21])[C@:5]5([C:6]=34)[CH2:4][CH2:3]1)=[O:15].[ClH:24]. The catalyst is CC(O)C. The product is [CH3:1][N:2]1[C@@H:19]2[CH2:20][C:7]3[CH:8]=[CH:9][C:10]([O:22][CH3:23])=[C:11]4[O:12][C@H:13]5[C:14]([CH2:16][CH2:17][C@:18]2([OH:21])[C@:5]5([C:6]=34)[CH2:4][CH2:3]1)=[O:15].[ClH:24]. The yield is 0.930. (3) The reactants are [CH:1]1[CH:2]=[C:3]([N:9]2[CH2:14][CH2:13][N:12]([CH2:15][CH2:16][CH2:17][CH2:18][O:19][C:20]3[CH:21]=[CH:22][C:23]4[CH2:30][CH2:29][C:27](=[O:28])[NH:26][C:24]=4[CH:25]=3)[CH2:11][CH2:10]2)[C:4]([Cl:8])=[C:5]([Cl:7])[CH:6]=1.FC(F)(F)C(O)=O.O.[OH-].[Na+]. The catalyst is O1CCCC1. The product is [CH2:11]1[N:12]([CH2:15][CH2:16][CH2:17][CH2:18][O:19][C:20]2[CH:21]=[CH:22][C:23]3[CH:30]=[CH:29][C:27]([NH:26][C:24]=3[CH:25]=2)=[O:28])[CH2:13][CH2:14][N:9]([C:3]2[CH:2]=[CH:1][CH:6]=[C:5]([Cl:7])[C:4]=2[Cl:8])[CH2:10]1. The yield is 0.920. (4) The reactants are [I:1][C:2]1[C:10]2[C:5](=[CH:6][C:7]([N+:20]([O-:22])=[O:21])=[C:8]([NH:11][CH2:12][CH2:13][N:14]3[CH2:19][CH2:18][O:17][CH2:16][CH2:15]3)[CH:9]=2)[N:4]([C:23]([O:25][C:26]([CH3:29])([CH3:28])[CH3:27])=[O:24])[N:3]=1.C([O-])([O-])=O.[Na+].[Na+].[C:36]1(B(O)O)[CH:41]=[CH:40][CH:39]=[CH:38][CH:37]=1.O. The catalyst is C1(C)C=CC=CC=1.C(O)C.O.C1C=CC(P(C2C=CC=CC=2)[C-]2C=CC=C2)=CC=1.C1C=CC(P(C2C=CC=CC=2)[C-]2C=CC=C2)=CC=1.Cl[Pd]Cl.[Fe+2].C(OCC)(=O)C. The product is [I:1][C:2]1([C:36]2[CH:41]=[CH:40][CH:39]=[CH:38][CH:37]=2)[C:10]2[C:5](=[CH:6][C:7]([N+:20]([O-:22])=[O:21])=[C:8]([NH:11][CH2:12][CH2:13][N:14]3[CH2:19][CH2:18][O:17][CH2:16][CH2:15]3)[CH:9]=2)[N:4]([C:23]([O:25][C:26]([CH3:29])([CH3:28])[CH3:27])=[O:24])[NH:3]1. The yield is 0.990. (5) The yield is 0.830. The product is [CH2:1]([O:3][C:4](=[O:15])[CH2:5][NH:6][C:7]1[C:12]([CH:13]=[O:17])=[CH:11][CH:10]=[CH:9][N:8]=1)[CH3:2]. The catalyst is [Ni].O.CC(O)=O.N1C=CC=CC=1. The reactants are [CH2:1]([O:3][C:4](=[O:15])[CH2:5][NH:6][C:7]1[C:12]([C:13]#N)=[CH:11][CH:10]=[CH:9][N:8]=1)[CH3:2].[PH2]([O-])=[O:17].[Na+]. (6) The reactants are [C:1]([O:6][CH2:7][CH3:8])(=[O:5])[C:2]([CH3:4])=O.[O-]S([O-])(=O)=O.[Mg+2].[CH3:15][NH:16][NH2:17]. The catalyst is C(Cl)(Cl)Cl. The product is [CH3:15][NH:16][N:17]=[C:2]([CH3:4])[C:1]([O:6][CH2:7][CH3:8])=[O:5]. The yield is 0.940.